Dataset: Reaction yield outcomes from USPTO patents with 853,638 reactions. Task: Predict the reaction yield, written as a fraction of the theoretical maximum amount of product (1.0 means a 100% yield; for example, 0.34 means a 34% yield). (1) The reactants are [F:1][C:2]([F:18])([F:17])[CH:3]([C:5]1[CH:10]=[CH:9][CH:8]=[CH:7][C:6]=1[C:11]1[CH:15]=[C:14]([CH3:16])[S:13][CH:12]=1)[OH:4].[NH2:19][C:20]1[N:25]=[C:24](Cl)[CH:23]=[C:22]([Cl:27])[N:21]=1.C(=O)([O-])[O-].[Cs+].[Cs+].O1CCOCC1. The catalyst is C(OCC)(=O)C. The product is [Cl:27][C:22]1[CH:23]=[C:24]([O:4][CH:3]([C:5]2[CH:10]=[CH:9][CH:8]=[CH:7][C:6]=2[C:11]2[CH:15]=[C:14]([CH3:16])[S:13][CH:12]=2)[C:2]([F:1])([F:17])[F:18])[N:25]=[C:20]([NH2:19])[N:21]=1. The yield is 0.680. (2) No catalyst specified. The yield is 0.160. The product is [O:40]([C:47]1[CH:48]=[C:49]([CH:53]=[CH:54][CH:55]=1)[C:50]([O:1][CH:2]1[CH2:20][CH:19]2[N:4]([C:5](=[O:39])[CH:6]([NH:31][C:32]([O:34][C:35]([CH3:36])([CH3:38])[CH3:37])=[O:33])[CH2:7][O:8][CH2:9][CH2:10][CH2:11][CH:12]=[CH:13][CH:14]3[C:16]([C:22]([NH:24][S:25]([CH:28]4[CH2:29][CH2:30]4)(=[O:26])=[O:27])=[O:23])([NH:17][C:18]2=[O:21])[CH2:15]3)[CH2:3]1)=[O:51])[C:41]1[CH:42]=[CH:43][CH:44]=[CH:45][CH:46]=1. The reactants are [OH:1][CH:2]1[CH2:20][CH:19]2[N:4]([C:5](=[O:39])[CH:6]([NH:31][C:32]([O:34][C:35]([CH3:38])([CH3:37])[CH3:36])=[O:33])[CH2:7][O:8][CH2:9][CH2:10][CH2:11][CH:12]=[CH:13][CH:14]3[C:16]([C:22]([NH:24][S:25]([CH:28]4[CH2:30][CH2:29]4)(=[O:27])=[O:26])=[O:23])([NH:17][C:18]2=[O:21])[CH2:15]3)[CH2:3]1.[O:40]([C:47]1[CH:48]=[C:49]([CH:53]=[CH:54][CH:55]=1)[C:50](Cl)=[O:51])[C:41]1[CH:46]=[CH:45][CH:44]=[CH:43][CH:42]=1.